From a dataset of Forward reaction prediction with 1.9M reactions from USPTO patents (1976-2016). Predict the product of the given reaction. (1) The product is: [Br:1][C:2]1[C:3]([CH2:12][O:13][CH:14]2[CH2:19][CH2:18][CH2:17][CH2:16][O:15]2)=[C:4]([CH2:9][CH2:10][CH3:11])[C:5]([O:8][CH2:22][O:23][CH3:24])=[CH:6][CH:7]=1. Given the reactants [Br:1][C:2]1[CH:7]=[CH:6][C:5]([OH:8])=[C:4]([CH2:9][CH2:10][CH3:11])[C:3]=1[CH2:12][O:13][CH:14]1[CH2:19][CH2:18][CH2:17][CH2:16][O:15]1.[H-].[Na+].[CH3:22][O:23][CH2:24]Cl.O, predict the reaction product. (2) Given the reactants [NH2:1][C:2]1[N:10]=[CH:9][N:8]=[C:7]2[C:3]=1[N:4]([C:24]1[CH:29]=[CH:28][C:27]([O:30][C:31]3[CH:36]=[CH:35][CH:34]=[CH:33][CH:32]=3)=[CH:26][CH:25]=1)[C:5](=[O:23])[N:6]2[C:11]1[CH:12]=[C:13]([CH:20]=[CH:21][CH:22]=1)[C:14](N(OC)C)=[O:15].CC(C[AlH]CC(C)C)C, predict the reaction product. The product is: [NH2:1][C:2]1[N:10]=[CH:9][N:8]=[C:7]2[C:3]=1[N:4]([C:24]1[CH:29]=[CH:28][C:27]([O:30][C:31]3[CH:36]=[CH:35][CH:34]=[CH:33][CH:32]=3)=[CH:26][CH:25]=1)[C:5](=[O:23])[N:6]2[C:11]1[CH:12]=[C:13]([CH:20]=[CH:21][CH:22]=1)[CH:14]=[O:15]. (3) The product is: [CH2:5]([N:12]1[C:17](=[O:18])[C:16]2[CH:19]=[CH:20][CH:21]=[N:22][C:15]=2[N:14]=[C:13]1[CH:23]([Br:26])[CH2:24][CH3:25])[C:6]1[CH:7]=[CH:8][CH:9]=[CH:10][CH:11]=1. Given the reactants C(O)(=O)C.[CH2:5]([N:12]1[C:17](=[O:18])[C:16]2[CH:19]=[CH:20][CH:21]=[N:22][C:15]=2[N:14]=[C:13]1[CH2:23][CH2:24][CH3:25])[C:6]1[CH:11]=[CH:10][CH:9]=[CH:8][CH:7]=1.[Br:26]Br.C([O-])(=O)C.[K+], predict the reaction product. (4) The product is: [F:20][C:15]1[CH:16]=[CH:17][CH:18]=[CH:19][C:14]=1[C:11]1[CH:12]=[CH:13][C:8]2[N:7]=[C:24]([C:26]3[CH:31]=[CH:30][CH:29]=[C:28]([N+:32]([O-:34])=[O:33])[CH:27]=3)[CH2:23][C:22](=[O:35])[NH:21][C:9]=2[CH:10]=1. Given the reactants C(OC(=O)[NH:7][C:8]1[CH:13]=[CH:12][C:11]([C:14]2[CH:19]=[CH:18][CH:17]=[CH:16][C:15]=2[F:20])=[CH:10][C:9]=1[NH:21][C:22](=[O:35])[CH2:23][C:24]([C:26]1[CH:31]=[CH:30][CH:29]=[C:28]([N+:32]([O-:34])=[O:33])[CH:27]=1)=O)(C)(C)C.C(O)(C(F)(F)F)=O, predict the reaction product. (5) The product is: [C:1]([O:5][C:6]([N:8]1[CH2:9][CH2:10][CH:11]([CH2:14][O:15][C:16]2[CH:21]=[CH:20][CH:19]=[CH:18][C:17]=2[NH:22][S:24]([CH3:23])(=[O:26])=[O:25])[CH2:12][CH2:13]1)=[O:7])([CH3:4])([CH3:2])[CH3:3]. Given the reactants [C:1]([O:5][C:6]([N:8]1[CH2:13][CH2:12][CH:11]([CH2:14][O:15][C:16]2[CH:21]=[CH:20][CH:19]=[CH:18][C:17]=2[NH2:22])[CH2:10][CH2:9]1)=[O:7])([CH3:4])([CH3:3])[CH3:2].[CH3:23][S:24](Cl)(=[O:26])=[O:25], predict the reaction product.